Dataset: NCI-60 drug combinations with 297,098 pairs across 59 cell lines. Task: Regression. Given two drug SMILES strings and cell line genomic features, predict the synergy score measuring deviation from expected non-interaction effect. (1) Drug 1: CN(CCCl)CCCl.Cl. Drug 2: CS(=O)(=O)OCCCCOS(=O)(=O)C. Cell line: T-47D. Synergy scores: CSS=3.94, Synergy_ZIP=-4.81, Synergy_Bliss=-0.338, Synergy_Loewe=-27.2, Synergy_HSA=-1.69. (2) Synergy scores: CSS=-6.54, Synergy_ZIP=3.92, Synergy_Bliss=3.51, Synergy_Loewe=-4.10, Synergy_HSA=-6.67. Drug 2: C#CCC(CC1=CN=C2C(=N1)C(=NC(=N2)N)N)C3=CC=C(C=C3)C(=O)NC(CCC(=O)O)C(=O)O. Cell line: OVCAR3. Drug 1: CC(C)(C#N)C1=CC(=CC(=C1)CN2C=NC=N2)C(C)(C)C#N.